This data is from Full USPTO retrosynthesis dataset with 1.9M reactions from patents (1976-2016). The task is: Predict the reactants needed to synthesize the given product. (1) Given the product [NH2:20][C:10]1[O:11][CH2:12][C@H:13]([O:14][CH2:15][C:16]([F:18])([F:19])[F:17])[C@:8]([C:6]2[CH:7]=[C:2]([NH:1][C:31]([C:28]3[CH:27]=[CH:26][C:25]([C:23]#[N:24])=[CH:30][N:29]=3)=[O:32])[CH:3]=[CH:4][C:5]=2[F:22])([CH3:21])[N:9]=1, predict the reactants needed to synthesize it. The reactants are: [NH2:1][C:2]1[CH:3]=[CH:4][C:5]([F:22])=[C:6]([C@:8]2([CH3:21])[C@@H:13]([O:14][CH2:15][C:16]([F:19])([F:18])[F:17])[CH2:12][O:11][C:10]([NH2:20])=[N:9]2)[CH:7]=1.[C:23]([C:25]1[CH:26]=[CH:27][C:28]([C:31](O)=[O:32])=[N:29][CH:30]=1)#[N:24]. (2) Given the product [CH:4]12[CH2:9][CH:8]1[CH2:7][N:6]([C:10]1[N:15]=[C:14]([NH:16][CH2:17][C:18]3[CH:23]=[CH:22][C:21]([O:24][CH3:25])=[C:20]([F:26])[CH:19]=3)[C:13]([C:27]([NH:37][C@H:34]3[CH2:35][CH2:36][C@H:31]([OH:30])[CH2:32][CH2:33]3)=[O:29])=[CH:12][N:11]=1)[CH2:5]2, predict the reactants needed to synthesize it. The reactants are: C(Cl)Cl.[CH:4]12[CH2:9][CH:8]1[CH2:7][N:6]([C:10]1[N:15]=[C:14]([NH:16][CH2:17][C:18]3[CH:23]=[CH:22][C:21]([O:24][CH3:25])=[C:20]([F:26])[CH:19]=3)[C:13]([C:27]([OH:29])=O)=[CH:12][N:11]=1)[CH2:5]2.[OH:30][C@H:31]1[CH2:36][CH2:35][C@H:34]([NH2:37])[CH2:33][CH2:32]1.CN(C(ON1N=NC2C=CC=NC1=2)=[N+](C)C)C.F[P-](F)(F)(F)(F)F. (3) Given the product [O:31]=[C:24]1[C:23]2[C:28](=[CH:29][CH:30]=[C:21]([C:10]3[O:11][C:7]([CH:5]=[O:6])=[CH:8][CH:9]=3)[CH:22]=2)[N:27]=[CH:26][NH:25]1, predict the reactants needed to synthesize it. The reactants are: CS(C)=O.[CH:5]([C:7]1[O:11][C:10](B(O)O)=[CH:9][CH:8]=1)=[O:6].C([O-])(=O)C.[K+].I[C:21]1[CH:22]=[C:23]2[C:28](=[CH:29][CH:30]=1)[N:27]=[CH:26][NH:25][C:24]2=[O:31]. (4) The reactants are: [NH2:1][CH2:2][C:3]1[C:4]([F:21])=[C:5]([O:10][C:11]2[CH:12]=[C:13]([CH:16]=[C:17]([CH:19]=[CH2:20])[CH:18]=2)[C:14]#[N:15])[C:6]([Cl:9])=[CH:7][CH:8]=1.[Cl:22][C:23]1[N:24]=[CH:25][N:26]([CH2:31][O:32][CH2:33][CH2:34][Si:35]([CH3:38])([CH3:37])[CH3:36])[C:27]=1[C:28](O)=[O:29].C1C=CC2N(O)N=NC=2C=1.C(Cl)CCl. Given the product [Cl:22][C:23]1[N:24]=[CH:25][N:26]([CH2:31][O:32][CH2:33][CH2:34][Si:35]([CH3:38])([CH3:37])[CH3:36])[C:27]=1[C:28]([NH:1][CH2:2][C:3]1[CH:8]=[CH:7][C:6]([Cl:9])=[C:5]([O:10][C:11]2[CH:18]=[C:17]([CH:19]=[CH2:20])[CH:16]=[C:13]([C:14]#[N:15])[CH:12]=2)[C:4]=1[F:21])=[O:29], predict the reactants needed to synthesize it. (5) The reactants are: [OH:1][C:2]1[CH:10]=[CH:9][C:8]([C:11]2[N:12]([C:27]([O:29][C:30]([CH3:33])([CH3:32])[CH3:31])=[O:28])[C:13]3[C:18]([CH:19]=2)=[CH:17][C:16]([CH2:20][N:21]2[CH2:26][CH2:25][CH2:24][CH2:23][CH2:22]2)=[CH:15][CH:14]=3)=[C:7]2[C:3]=1[CH2:4][NH:5][C:6]2=[O:34].[CH3:35][N:36]([CH3:40])[C:37](Cl)=[O:38]. Given the product [CH3:35][N:36]([CH3:40])[C:37]([O:1][C:2]1[CH:10]=[CH:9][C:8]([C:11]2[N:12]([C:27]([O:29][C:30]([CH3:31])([CH3:33])[CH3:32])=[O:28])[C:13]3[C:18]([CH:19]=2)=[CH:17][C:16]([CH2:20][N:21]2[CH2:26][CH2:25][CH2:24][CH2:23][CH2:22]2)=[CH:15][CH:14]=3)=[C:7]2[C:3]=1[CH2:4][NH:5][C:6]2=[O:34])=[O:38], predict the reactants needed to synthesize it. (6) Given the product [CH2:34]([NH:36][C:37]([N:30]1[CH2:31][CH2:32][CH:27]([N:12]2[C:13]3[C:22]4[CH:21]=[CH:20][CH:19]=[C:18]([O:23][CH3:24])[C:17]=4[N:16]=[CH:15][C:14]=3[C:25](=[O:26])[N:10]([C:6]3[CH:7]=[CH:8][CH:9]=[C:4]([Cl:3])[CH:5]=3)[C:11]2=[O:33])[CH2:28][CH2:29]1)=[O:38])[CH3:35], predict the reactants needed to synthesize it. The reactants are: Cl.Cl.[Cl:3][C:4]1[CH:5]=[C:6]([N:10]2[C:25](=[O:26])[C:14]3[CH:15]=[N:16][C:17]4[C:18]([O:23][CH3:24])=[CH:19][CH:20]=[CH:21][C:22]=4[C:13]=3[N:12]([CH:27]3[CH2:32][CH2:31][NH:30][CH2:29][CH2:28]3)[C:11]2=[O:33])[CH:7]=[CH:8][CH:9]=1.[CH2:34]([N:36]=[C:37]=[O:38])[CH3:35].